This data is from Forward reaction prediction with 1.9M reactions from USPTO patents (1976-2016). The task is: Predict the product of the given reaction. (1) The product is: [CH2:33]([O:34][C:35](=[O:30])[C:14]([CH3:15])([CH3:16])[CH2:18][CH2:19][CH2:20][CH2:21][CH2:22][O:23][CH2:24][CH2:25][CH2:26][CH2:27][CH2:28][C:2]([C:1]([O:6][CH2:7][CH3:8])=[O:5])([CH3:4])[CH3:3])[CH3:32]. Given the reactants [C:1]([O:6][CH2:7][CH3:8])(=[O:5])[CH:2]([CH3:4])[CH3:3].[Li+].CC([N-][CH:14]([CH3:16])[CH3:15])C.Br[CH2:18][CH2:19][CH2:20][CH2:21][CH2:22][O:23][CH2:24][CH2:25][CH2:26][CH2:27][CH2:28]Br.[OH2:30].C1[CH2:35][O:34][CH2:33][CH2:32]1, predict the reaction product. (2) Given the reactants [CH2:1]([O:4][C:5]1[CH:10]=[CH:9][C:8]([CH2:11][C@@H:12]([NH:16][C:17]([O:19][CH2:20][CH:21]2[C:33]3[CH:32]=[CH:31][CH:30]=[CH:29][C:28]=3[C:27]3[C:22]2=[CH:23][CH:24]=[CH:25][CH:26]=3)=[O:18])[C:13]([OH:15])=O)=[CH:7][CH:6]=1)[CH:2]=[CH2:3].O[N:35]1[C:39]2[CH:40]=CC=[CH:43][C:38]=2N=N1.[CH:44]1(N=C=NC2CCCCC2)CCCCC1.[CH2:59]1C[O:62][CH2:61][CH2:60]1, predict the reaction product. The product is: [CH2:61]([O:62][CH2:40][C@@H:39]([NH:35][C:13]([C@H:12]([NH:16][C:17](=[O:18])[O:19][CH2:20][CH:21]1[C:22]2[CH:23]=[CH:24][CH:25]=[CH:26][C:27]=2[C:28]2[C:33]1=[CH:32][CH:31]=[CH:30][CH:29]=2)[CH2:11][C:8]1[CH:9]=[CH:10][C:5]([O:4][CH2:1][CH:2]=[CH2:3])=[CH:6][CH:7]=1)=[O:15])[CH:38]([CH3:43])[CH3:44])[CH:60]=[CH2:59]. (3) Given the reactants [N:1]1[CH:6]=[CH:5][CH:4]=[CH:3][C:2]=1[NH2:7].[Cl:8][C:9]1[N:14]=[C:13]([C:15](O)=[O:16])[CH:12]=[N:11][CH:10]=1, predict the reaction product. The product is: [Cl:8][C:9]1[N:14]=[C:13]([C:15]([NH:7][C:2]2[CH:3]=[CH:4][CH:5]=[CH:6][N:1]=2)=[O:16])[CH:12]=[N:11][CH:10]=1. (4) Given the reactants Br[C:2]1[CH:37]=[N:36][C:5]2[NH:6][C:7]3[CH:35]=[CH:34][CH:33]=[CH:32][C:8]=3[C:9]3[N:10]([C:11]([C:14]4[CH:19]=[CH:18][C:17]([C:20]5([NH:24][C:25](=[O:31])[O:26][C:27]([CH3:30])([CH3:29])[CH3:28])[CH2:23][CH2:22][CH2:21]5)=[CH:16][CH:15]=4)=[N:12][N:13]=3)[C:4]=2[CH:3]=1.[C:38]1(B(O)O)[CH:43]=[CH:42][CH:41]=[CH:40][CH:39]=1.C(=O)(O)[O-].[Na+], predict the reaction product. The product is: [C:38]1([C:2]2[CH:37]=[N:36][C:5]3[NH:6][C:7]4[CH:35]=[CH:34][CH:33]=[CH:32][C:8]=4[C:9]4[N:10]([C:11]([C:14]5[CH:19]=[CH:18][C:17]([C:20]6([NH:24][C:25](=[O:31])[O:26][C:27]([CH3:29])([CH3:28])[CH3:30])[CH2:23][CH2:22][CH2:21]6)=[CH:16][CH:15]=5)=[N:12][N:13]=4)[C:4]=3[CH:3]=2)[CH:43]=[CH:42][CH:41]=[CH:40][CH:39]=1. (5) Given the reactants [Cl:1][C:2]1[C:3]2[C:10]([I:11])=[CH:9][NH:8][C:4]=2[N:5]=[CH:6][N:7]=1.[CH:12]1(O)[CH2:16][CH:15]=[CH:14][CH2:13]1, predict the reaction product. The product is: [Cl:1][C:2]1[C:3]2[C:10]([I:11])=[CH:9][N:8]([CH:15]3[CH2:14][CH:13]=[CH:12][CH2:16]3)[C:4]=2[N:5]=[CH:6][N:7]=1. (6) Given the reactants [CH2:1]([O:3][P:4]([CH2:9][CH2:10][CH2:11][C:12]1[CH:17]=[C:16]([CH3:18])[C:15]([C:19]2[NH:23][C:22]3[CH:24]=[C:25]([C:28](=[O:40])[NH:29][C:30]4[CH:39]=[CH:38][C:37]5[C:32](=[CH:33][CH:34]=[CH:35][CH:36]=5)[N:31]=4)[CH:26]=[CH:27][C:21]=3[N:20]=2)=[C:14]([CH3:41])[CH:13]=1)(=[O:8])[O:5]CC)[CH3:2].C[Si](Br)(C)C, predict the reaction product. The product is: [CH2:1]([O:3][P:4]([CH2:9][CH2:10][CH2:11][C:12]1[CH:17]=[C:16]([CH3:18])[C:15]([C:19]2[NH:23][C:22]3[CH:24]=[C:25]([C:28](=[O:40])[NH:29][C:30]4[CH:39]=[CH:38][C:37]5[C:32](=[CH:33][CH:34]=[CH:35][CH:36]=5)[N:31]=4)[CH:26]=[CH:27][C:21]=3[N:20]=2)=[C:14]([CH3:41])[CH:13]=1)(=[O:5])[OH:8])[CH3:2].